This data is from Forward reaction prediction with 1.9M reactions from USPTO patents (1976-2016). The task is: Predict the product of the given reaction. Given the reactants Cl[CH2:2][CH2:3][C:4]1[C:9](=[O:10])[N:8]2[CH2:11][CH2:12][CH2:13][CH2:14][C:7]2=[N:6][C:5]=1[CH3:15].ClCl.[F:18][C:19]1[CH:33]=[CH:32][C:22]2[C:23]([CH:26]3[CH2:31][CH2:30][NH:29][CH2:28][CH2:27]3)=[N:24][O:25][C:21]=2[CH:20]=1.C(=O)([O-])[O-].[Na+].[Na+], predict the reaction product. The product is: [CH3:15][C:5]1[N:6]=[C:7]2[N:8]([CH2:11][CH2:12][CH2:13][CH2:14]2)[C:9](=[O:10])[C:4]=1[CH2:3][CH2:2][N:29]1[CH2:28][CH2:27][CH:26]([C:23]2[C:22]3[CH:32]=[CH:33][C:19]([F:18])=[CH:20][C:21]=3[O:25][N:24]=2)[CH2:31][CH2:30]1.